From a dataset of Peptide-MHC class I binding affinity with 185,985 pairs from IEDB/IMGT. Regression. Given a peptide amino acid sequence and an MHC pseudo amino acid sequence, predict their binding affinity value. This is MHC class I binding data. (1) The peptide sequence is ARLFGIRAK. The MHC is HLA-A01:01 with pseudo-sequence HLA-A01:01. The binding affinity (normalized) is 0.0847. (2) The peptide sequence is NLCKYLRGHT. The MHC is HLA-A68:02 with pseudo-sequence HLA-A68:02. The binding affinity (normalized) is 0.130.